From a dataset of Reaction yield outcomes from USPTO patents with 853,638 reactions. Predict the reaction yield, written as a fraction of the theoretical maximum amount of product (1.0 means a 100% yield; for example, 0.34 means a 34% yield). (1) The product is [N+:1]([C:4]1[CH:5]=[CH:6][C:7]2[CH2:8][CH2:9][C:10]3[N:18]=[CH:15][CH:16]=[CH:17][C:11]=3[C:12]=2[CH:13]=1)([O-:3])=[O:2]. No catalyst specified. The reactants are [N+:1]([C:4]1[CH:13]=[C:12]2[C:7]([CH2:8][CH2:9][C:10](=O)[CH2:11]2)=[CH:6][CH:5]=1)([O-:3])=[O:2].[CH2:15]([NH2:18])[C:16]#[CH:17]. The yield is 0.410. (2) The reactants are [CH2:1]([C:3]1[NH:4][C:5]2[CH:11]=[C:10]([NH2:12])[CH:9]=[CH:8][C:6]=2[N:7]=1)[CH3:2].[Br:13]Br. The catalyst is CC(O)=O. The product is [CH2:1]([C:3]1[NH:4][C:5]2[C:11]([Br:13])=[C:10]([NH2:12])[CH:9]=[CH:8][C:6]=2[N:7]=1)[CH3:2]. The yield is 0.820. (3) The reactants are [NH2:1][C:2]1[C:3]([F:11])=[CH:4][C:5](Br)=[C:6]([CH:9]=1)[C:7]#[N:8].[CH:12]1(B(O)O)[CH2:14][CH2:13]1.C1(P(C2CCCCC2)C2CCCCC2)CCCCC1.C([O-])([O-])=O.[Cs+].[Cs+]. The catalyst is CC([O-])=O.CC([O-])=O.[Pd+2].O.C1(C)C=CC=CC=1. The product is [NH2:1][C:2]1[C:3]([F:11])=[CH:4][C:5]([CH:12]2[CH2:14][CH2:13]2)=[C:6]([CH:9]=1)[C:7]#[N:8]. The yield is 0.610.